Dataset: Forward reaction prediction with 1.9M reactions from USPTO patents (1976-2016). Task: Predict the product of the given reaction. (1) Given the reactants Cl[C:2]1[N:7]=[N:6][C:5]([NH:8][CH2:9][C:10]([CH3:13])([CH3:12])[CH3:11])=[CH:4][CH:3]=1.CO, predict the reaction product. The product is: [CH3:11][C:10]([CH3:13])([CH3:12])[CH2:9][NH:8][C:5]1[N:6]=[N:7][CH:2]=[CH:3][CH:4]=1. (2) The product is: [Cl:1][C:2]1[CH:9]=[CH:8][C:5](/[CH:6]=[CH:15]/[N+:12]([O-:14])=[O:13])=[C:4]([O:10][CH3:11])[CH:3]=1. Given the reactants [Cl:1][C:2]1[CH:9]=[CH:8][C:5]([CH:6]=O)=[C:4]([O:10][CH3:11])[CH:3]=1.[N+:12]([CH3:15])([O-:14])=[O:13].Cl.CN.C([O-])(=O)C.[Na+], predict the reaction product. (3) Given the reactants [F:1][C:2]([F:9])([F:8])[C:3]([O:5]CC)=O.[C:10]([C:13]1[CH:23]=[C:22]([O:24][CH3:25])[C:16]2[O:17][CH2:18][C:19](=[O:21])[NH:20][C:15]=2[CH:14]=1)(=[O:12])[CH3:11], predict the reaction product. The product is: [F:9][C:2]([F:1])([F:8])[C:3](=[O:5])[CH2:11][C:10]([C:13]1[CH:23]=[C:22]([O:24][CH3:25])[C:16]2[O:17][CH2:18][C:19](=[O:21])[NH:20][C:15]=2[CH:14]=1)=[O:12]. (4) Given the reactants C(O[C:6](=[O:21])[NH:7][C:8]1[N:9]=[C:10]([C:13]2[CH:18]=[CH:17][C:16]([F:19])=[CH:15][C:14]=2[F:20])[S:11][CH:12]=1)(C)(C)C.C(O)([C:24]([F:27])([F:26])[F:25])=O, predict the reaction product. The product is: [F:20][C:14]1[CH:15]=[C:16]([F:19])[CH:17]=[CH:18][C:13]=1[C:10]1[S:11][CH:12]=[C:8]([NH2:7])[N:9]=1.[F:20][C:14]1[CH:15]=[C:16]([F:19])[CH:17]=[CH:18][C:13]=1[C:10]1[S:11][CH:12]=[C:8]([NH:7][C:6](=[O:21])[C:24]([F:27])([F:26])[F:25])[N:9]=1. (5) The product is: [NH2:40][C:24]1[N:23]=[CH:22][N:21]=[C:20]2[C:25]=1[N:26]=[C:27]([S:28][C:29]1[C:38]([Br:39])=[CH:37][C:32]3[O:33][CH2:34][CH2:35][O:36][C:31]=3[CH:30]=1)[N:19]2[CH2:18][CH:15]1[CH2:16][CH2:17][N:12]([C:10](=[O:11])[C@H:9]([NH:8][C:6](=[O:7])[C@@H:5]([OH:4])[CH3:42])[CH3:41])[CH2:13][CH2:14]1. Given the reactants C([O:4][C@@H:5]([CH3:42])[C:6]([NH:8][C@H:9]([CH3:41])[C:10]([N:12]1[CH2:17][CH2:16][CH:15]([CH2:18][N:19]2[C:27]([S:28][C:29]3[C:38]([Br:39])=[CH:37][C:32]4[O:33][CH2:34][CH2:35][O:36][C:31]=4[CH:30]=3)=[N:26][C:25]3[C:20]2=[N:21][CH:22]=[N:23][C:24]=3[NH2:40])[CH2:14][CH2:13]1)=[O:11])=[O:7])(=O)C.N, predict the reaction product. (6) Given the reactants [C:1]1([C:13]([NH:15][CH2:16][CH2:17][CH2:18][CH2:19][CH2:20][CH2:21][C:22]([O:24]C)=[O:23])=[O:14])[C:11]2=[C:12]3[C:7](=[CH:8][CH:9]=[CH:10]2)[CH2:6][CH2:5][CH2:4][N:3]3[CH:2]=1.O.[OH-].[Li+].Cl, predict the reaction product. The product is: [C:1]1([C:13]([NH:15][CH2:16][CH2:17][CH2:18][CH2:19][CH2:20][CH2:21][C:22]([OH:24])=[O:23])=[O:14])[C:11]2=[C:12]3[C:7](=[CH:8][CH:9]=[CH:10]2)[CH2:6][CH2:5][CH2:4][N:3]3[CH:2]=1. (7) Given the reactants [Cl:1][C:2]1[N:7]=[N:6][C:5]([C:8]([OH:10])=O)=[CH:4][CH:3]=1.[CH3:11][C:12]1[C:13]([N:19]2[CH2:24][CH2:23][NH:22][CH2:21][CH2:20]2)=[N:14][CH:15]=[C:16]([CH3:18])[CH:17]=1, predict the reaction product. The product is: [Cl:1][C:2]1[N:7]=[N:6][C:5]([C:8]([N:22]2[CH2:23][CH2:24][N:19]([C:13]3[C:12]([CH3:11])=[CH:17][C:16]([CH3:18])=[CH:15][N:14]=3)[CH2:20][CH2:21]2)=[O:10])=[CH:4][CH:3]=1. (8) Given the reactants [CH3:1][O:2][C:3]1[CH:10]=[C:9]([O:11][CH3:12])[CH:8]=[CH:7][C:4]=1[CH2:5][NH2:6].[Cl:13][C:14]1[CH:19]=[C:18]([N+:20]([O-:22])=[O:21])[C:17]([O:23][CH3:24])=[CH:16][C:15]=1[CH:25]=[CH2:26].C1(C=CC(O)=CC=1)O, predict the reaction product. The product is: [Cl:13][C:14]1[CH:19]=[C:18]([N+:20]([O-:22])=[O:21])[C:17]([O:23][CH3:24])=[CH:16][C:15]=1[CH2:25][CH2:26][NH:6][CH2:5][C:4]1[CH:7]=[CH:8][C:9]([O:11][CH3:12])=[CH:10][C:3]=1[O:2][CH3:1]. (9) Given the reactants [Br:1][C:2]1[CH:7]=[CH:6][C:5]([CH2:8][C:9]([OH:11])=O)=[C:4]([F:12])[CH:3]=1.[CH2:13]([C@H:20]1[CH2:24][O:23][C:22](=[O:25])[NH:21]1)[C:14]1[CH:19]=[CH:18][CH:17]=[CH:16][CH:15]=1, predict the reaction product. The product is: [CH2:13]([C@@H:20]1[CH2:24][O:23][C:22](=[O:25])[N:21]1[C:9](=[O:11])[CH2:8][C:5]1[CH:6]=[CH:7][C:2]([Br:1])=[CH:3][C:4]=1[F:12])[C:14]1[CH:15]=[CH:16][CH:17]=[CH:18][CH:19]=1.